From a dataset of NCI-60 drug combinations with 297,098 pairs across 59 cell lines. Regression. Given two drug SMILES strings and cell line genomic features, predict the synergy score measuring deviation from expected non-interaction effect. (1) Drug 1: COC1=C(C=C2C(=C1)N=CN=C2NC3=CC(=C(C=C3)F)Cl)OCCCN4CCOCC4. Drug 2: CC1=C2C(C(=O)C3(C(CC4C(C3C(C(C2(C)C)(CC1OC(=O)C(C(C5=CC=CC=C5)NC(=O)C6=CC=CC=C6)O)O)OC(=O)C7=CC=CC=C7)(CO4)OC(=O)C)O)C)OC(=O)C. Cell line: LOX IMVI. Synergy scores: CSS=42.5, Synergy_ZIP=-0.462, Synergy_Bliss=5.41, Synergy_Loewe=-27.3, Synergy_HSA=8.88. (2) Drug 1: C1CCN(CC1)CCOC2=CC=C(C=C2)C(=O)C3=C(SC4=C3C=CC(=C4)O)C5=CC=C(C=C5)O. Drug 2: CC1=C2C(C(=O)C3(C(CC4C(C3C(C(C2(C)C)(CC1OC(=O)C(C(C5=CC=CC=C5)NC(=O)C6=CC=CC=C6)O)O)OC(=O)C7=CC=CC=C7)(CO4)OC(=O)C)O)C)OC(=O)C. Cell line: U251. Synergy scores: CSS=58.1, Synergy_ZIP=0.724, Synergy_Bliss=0.555, Synergy_Loewe=-37.4, Synergy_HSA=0.0930. (3) Drug 1: CC1C(C(=O)NC(C(=O)N2CCCC2C(=O)N(CC(=O)N(C(C(=O)O1)C(C)C)C)C)C(C)C)NC(=O)C3=C4C(=C(C=C3)C)OC5=C(C(=O)C(=C(C5=N4)C(=O)NC6C(OC(=O)C(N(C(=O)CN(C(=O)C7CCCN7C(=O)C(NC6=O)C(C)C)C)C)C(C)C)C)N)C. Drug 2: CC(C)(C#N)C1=CC(=CC(=C1)CN2C=NC=N2)C(C)(C)C#N. Cell line: HS 578T. Synergy scores: CSS=-2.23, Synergy_ZIP=-0.548, Synergy_Bliss=-3.28, Synergy_Loewe=-6.46, Synergy_HSA=-5.84. (4) Synergy scores: CSS=51.2, Synergy_ZIP=8.09, Synergy_Bliss=3.41, Synergy_Loewe=-0.698, Synergy_HSA=-1.26. Drug 2: CC1=C(C(CCC1)(C)C)C=CC(=CC=CC(=CC(=O)O)C)C. Drug 1: CC12CCC3C(C1CCC2=O)CC(=C)C4=CC(=O)C=CC34C. Cell line: SF-268. (5) Drug 1: C1CCC(C1)C(CC#N)N2C=C(C=N2)C3=C4C=CNC4=NC=N3. Drug 2: CCC1(C2=C(COC1=O)C(=O)N3CC4=CC5=C(C=CC(=C5CN(C)C)O)N=C4C3=C2)O.Cl. Cell line: SK-MEL-5. Synergy scores: CSS=9.73, Synergy_ZIP=2.12, Synergy_Bliss=1.38, Synergy_Loewe=-39.7, Synergy_HSA=-15.1. (6) Drug 1: C(=O)(N)NO. Drug 2: N.N.Cl[Pt+2]Cl. Cell line: SK-OV-3. Synergy scores: CSS=21.8, Synergy_ZIP=-7.05, Synergy_Bliss=-1.89, Synergy_Loewe=-19.8, Synergy_HSA=-5.73. (7) Drug 1: CC=C1C(=O)NC(C(=O)OC2CC(=O)NC(C(=O)NC(CSSCCC=C2)C(=O)N1)C(C)C)C(C)C. Drug 2: CC1C(C(CC(O1)OC2CC(CC3=C2C(=C4C(=C3O)C(=O)C5=CC=CC=C5C4=O)O)(C(=O)C)O)N)O. Cell line: HCC-2998. Synergy scores: CSS=72.8, Synergy_ZIP=-1.17, Synergy_Bliss=-1.84, Synergy_Loewe=-2.20, Synergy_HSA=-0.773.